This data is from Peptide-MHC class II binding affinity with 134,281 pairs from IEDB. The task is: Regression. Given a peptide amino acid sequence and an MHC pseudo amino acid sequence, predict their binding affinity value. This is MHC class II binding data. (1) The MHC is DRB1_0701 with pseudo-sequence DRB1_0701. The peptide sequence is GSDPKKLVLDIKYTR. The binding affinity (normalized) is 0.200. (2) The peptide sequence is GLVHVANNNYDPWTI. The MHC is DRB1_0401 with pseudo-sequence DRB1_0401. The binding affinity (normalized) is 0.580. (3) The peptide sequence is VRKDISEWQPSKGWN. The MHC is DRB1_0801 with pseudo-sequence DRB1_0801. The binding affinity (normalized) is 0.169.